From a dataset of Catalyst prediction with 721,799 reactions and 888 catalyst types from USPTO. Predict which catalyst facilitates the given reaction. (1) Reactant: [Cl:1][C:2]1[CH:3]=[C:4]([N:8]2[C:13](=[O:14])[C:12]([OH:15])=[C:11]([C:16]3[CH:21]=[CH:20][C:19]([S:22]([CH3:25])(=[O:24])=[O:23])=[CH:18][CH:17]=3)[CH:10]=[N:9]2)[CH:5]=[CH:6][CH:7]=1.[C:26]1([CH3:36])[CH:31]=[CH:30][C:29]([S:32](Cl)(=[O:34])=[O:33])=[CH:28][CH:27]=1.O. Product: [Cl:1][C:2]1[CH:3]=[C:4]([N:8]2[C:13](=[O:14])[C:12]([O:15][S:32]([C:29]3[CH:30]=[CH:31][C:26]([CH3:36])=[CH:27][CH:28]=3)(=[O:34])=[O:33])=[C:11]([C:16]3[CH:21]=[CH:20][C:19]([S:22]([CH3:25])(=[O:24])=[O:23])=[CH:18][CH:17]=3)[CH:10]=[N:9]2)[CH:5]=[CH:6][CH:7]=1. The catalyst class is: 17. (2) Reactant: [Cl:1][C:2]1[CH:7]=[C:6]([Cl:8])[CH:5]=[CH:4][C:3]=1[C@H:9]([N:11]1[C:15]2[CH:16]=[C:17]([C:20]3[CH2:21][CH2:22][NH:23][CH2:24][CH:25]=3)[CH:18]=[CH:19][C:14]=2[N:13]=[CH:12]1)[CH3:10].C(OC([N:33]1[CH2:38][CH2:37][CH2:36][CH2:35][C@@H:34]1[C:39](O)=[O:40])=O)(C)(C)C.F[P-](F)(F)(F)(F)F.C[N+](C)=C(N(C)C)ON1C2N=CC=CC=2N=N1.C(N(C(C)C)CC)(C)C. Product: [Cl:1][C:2]1[CH:7]=[C:6]([Cl:8])[CH:5]=[CH:4][C:3]=1[C@H:9]([N:11]1[C:15]2[CH:16]=[C:17]([C:20]3[CH2:21][CH2:22][N:23]([C:39]([C@H:34]4[CH2:35][CH2:36][CH2:37][CH2:38][NH:33]4)=[O:40])[CH2:24][CH:25]=3)[CH:18]=[CH:19][C:14]=2[N:13]=[CH:12]1)[CH3:10]. The catalyst class is: 42. (3) Product: [Cl:18][C:17]1[C:16]([Cl:19])=[C:15]([CH3:20])[NH:14][C:13]=1[C:11]([NH:10][CH:7]1[CH2:8][CH2:9][N:4]([C:2]2[S:3][C:22]([C:30]#[N:31])=[C:23]([O:25][CH3:26])[N:1]=2)[CH2:5][CH2:6]1)=[O:12]. Reactant: [NH2:1][C:2]([N:4]1[CH2:9][CH2:8][CH:7]([NH:10][C:11]([C:13]2[NH:14][C:15]([CH3:20])=[C:16]([Cl:19])[C:17]=2[Cl:18])=[O:12])[CH2:6][CH2:5]1)=[S:3].Cl[CH:22]([C:30]#[N:31])[C:23]([O:25][C:26](C)(C)C)=O. The catalyst class is: 5.